This data is from HIV replication inhibition screening data with 41,000+ compounds from the AIDS Antiviral Screen. The task is: Binary Classification. Given a drug SMILES string, predict its activity (active/inactive) in a high-throughput screening assay against a specified biological target. (1) The molecule is CCOC(=O)C(CC#N)(NC(C)=O)C(=O)OCC. The result is 0 (inactive). (2) The molecule is COc1cccc(C2CC23C(=O)NC(=O)NC3=O)c1. The result is 0 (inactive). (3) The drug is Cc1ccc(C(=O)CC2(O)C(=O)Nc3c(C)cc(Cl)cc32)cc1. The result is 0 (inactive).